Dataset: Full USPTO retrosynthesis dataset with 1.9M reactions from patents (1976-2016). Task: Predict the reactants needed to synthesize the given product. Given the product [NH2:36][C@@H:13]([CH2:12][C:9]1[CH:10]=[CH:11][C:6]([O:5][C:1]([CH3:3])([CH3:2])[CH3:4])=[CH:7][CH:8]=1)[C:14]([N:16]([CH2:28][CH:29]([O:30][CH2:31][CH3:32])[O:33][CH2:34][CH3:35])[CH2:17][C:18]1[C:27]2[C:22](=[CH:23][CH:24]=[CH:25][CH:26]=2)[N:21]=[CH:20][CH:19]=1)=[O:15], predict the reactants needed to synthesize it. The reactants are: [C:1]([O:5][C:6]1[CH:11]=[CH:10][C:9]([CH2:12][C@H:13]([NH:36]C(=O)OCC2C3C=CC=CC=3C3C2=CC=CC=3)[C:14]([N:16]([CH2:28][CH:29]([O:33][CH2:34][CH3:35])[O:30][CH2:31][CH3:32])[CH2:17][C:18]2[C:27]3[C:22](=[CH:23][CH:24]=[CH:25][CH:26]=3)[N:21]=[CH:20][CH:19]=2)=[O:15])=[CH:8][CH:7]=1)([CH3:4])([CH3:3])[CH3:2].N1CCCCC1.